Dataset: Full USPTO retrosynthesis dataset with 1.9M reactions from patents (1976-2016). Task: Predict the reactants needed to synthesize the given product. (1) Given the product [CH3:38][N:22]1[C:23]([CH3:37])=[C:24]([NH:25][C:26]([O:28][C@@H:29]([C:31]2[CH:32]=[CH:33][CH:34]=[CH:35][CH:36]=2)[CH3:30])=[O:27])[C:20]([C:17]2[CH:16]=[CH:15][C:14]([C:13]([NH:12][C@H:4]([CH2:5][C:6]3[CH:11]=[CH:10][CH:9]=[CH:8][CH:7]=3)[C:3]([OH:40])=[O:2])=[O:39])=[CH:19][CH:18]=2)=[N:21]1, predict the reactants needed to synthesize it. The reactants are: C[O:2][C:3](=[O:40])[C@H:4]([NH:12][C:13](=[O:39])[C:14]1[CH:19]=[CH:18][C:17]([C:20]2[C:24]([NH:25][C:26]([O:28][C@@H:29]([C:31]3[CH:36]=[CH:35][CH:34]=[CH:33][CH:32]=3)[CH3:30])=[O:27])=[C:23]([CH3:37])[N:22]([CH3:38])[N:21]=2)=[CH:16][CH:15]=1)[CH2:5][C:6]1[CH:11]=[CH:10][CH:9]=[CH:8][CH:7]=1.[OH-].[Li+].Cl. (2) Given the product [C:29]([NH:28][C:25]1[N:26]=[CH:27][C:22]([NH:21][C:4](=[O:6])[C:3]2[C:7]([F:14])=[CH:8][CH:9]=[C:10]([N+:11]([O-:13])=[O:12])[C:2]=2[F:1])=[CH:23][CH:24]=1)(=[O:31])[CH3:30], predict the reactants needed to synthesize it. The reactants are: [F:1][C:2]1[C:10]([N+:11]([O-:13])=[O:12])=[CH:9][CH:8]=[C:7]([F:14])[C:3]=1[C:4]([OH:6])=O.C(Cl)(=O)C(Cl)=O.[NH2:21][C:22]1[CH:23]=[CH:24][C:25]([NH:28][C:29](=[O:31])[CH3:30])=[N:26][CH:27]=1.C(N(CC)CC)C. (3) Given the product [Br:1][C:2]1[CH:7]=[C:6]([O:8][C:9]([F:11])([F:12])[F:10])[CH:5]=[CH:4][C:3]=1[N:13]([CH2:28][CH:29]=[CH:30][CH3:31])[C:21](=[O:22])[C:23]([F:24])([F:25])[F:26], predict the reactants needed to synthesize it. The reactants are: [Br:1][C:2]1[CH:7]=[C:6]([O:8][C:9]([F:12])([F:11])[F:10])[CH:5]=[CH:4][C:3]=1[NH2:13].[C:21](O[C:21]([C:23]([F:26])([F:25])[F:24])=[O:22])([C:23]([F:26])([F:25])[F:24])=[O:22].N1C=[CH:31][CH:30]=[CH:29][CH:28]=1.C(Br)/C=C/C.C([O-])([O-])=O.[K+].[K+]. (4) Given the product [F:1][C:2]1[CH:3]=[C:4]([CH:19]=[CH:20][CH:21]=1)[CH2:5][S:6][C:7]1[O:11][C:10]([C:12]2[CH:17]=[CH:16][N:15]=[C:14]([NH:18][C:37](=[O:38])[CH2:36][CH2:35][C:29]3[CH:34]=[CH:33][CH:32]=[CH:31][CH:30]=3)[CH:13]=2)=[N:9][N:8]=1, predict the reactants needed to synthesize it. The reactants are: [F:1][C:2]1[CH:3]=[C:4]([CH:19]=[CH:20][CH:21]=1)[CH2:5][S:6][C:7]1[O:11][C:10]([C:12]2[CH:17]=[CH:16][N:15]=[C:14]([NH2:18])[CH:13]=2)=[N:9][N:8]=1.C(N(CC)CC)C.[C:29]1([CH2:35][CH2:36][C:37](Cl)=[O:38])[CH:34]=[CH:33][CH:32]=[CH:31][CH:30]=1. (5) Given the product [O:4]1[C:8]2=[C:9]([N:13]3[CH2:18][CH2:17][N:16]([CH2:19][CH2:20][C@H:21]4[CH2:26][CH2:25][C@H:24]([NH:27][C:30](=[O:31])[C:29]([F:40])([F:39])[F:28])[CH2:23][CH2:22]4)[CH2:15][CH2:14]3)[N:10]=[CH:11][CH:12]=[C:7]2[CH2:6][CH2:5]1, predict the reactants needed to synthesize it. The reactants are: Cl.Cl.Cl.[O:4]1[C:8]2=[C:9]([N:13]3[CH2:18][CH2:17][N:16]([CH2:19][CH2:20][C@H:21]4[CH2:26][CH2:25][C@H:24]([NH2:27])[CH2:23][CH2:22]4)[CH2:15][CH2:14]3)[N:10]=[CH:11][CH:12]=[C:7]2[CH2:6][CH2:5]1.[F:28][C:29]([F:40])([F:39])[C:30](O[C:30](=[O:31])[C:29]([F:40])([F:39])[F:28])=[O:31].